This data is from Reaction yield outcomes from USPTO patents with 853,638 reactions. The task is: Predict the reaction yield, written as a fraction of the theoretical maximum amount of product (1.0 means a 100% yield; for example, 0.34 means a 34% yield). (1) The reactants are [C:1]([Si:5]([CH3:35])([CH3:34])[O:6][CH:7]([C:30]([CH3:33])([CH3:32])[CH3:31])[CH2:8][CH2:9][C:10]1[CH:15]=[CH:14][C:13]([C:16]([C:21]2[CH:26]=[CH:25][C:24]([OH:27])=[C:23]([CH3:28])[CH:22]=2)([CH2:19][CH3:20])[CH2:17][CH3:18])=[CH:12][C:11]=1[CH3:29])([CH3:4])([CH3:3])[CH3:2].C1(C)C=CC(S(O[CH2:46][C@H:47]2[O:51][C:50](=[O:52])[CH2:49][CH2:48]2)(=O)=O)=CC=1.C([O-])([O-])=O.[K+].[K+].C(OCC)(=O)C. The catalyst is CN(C=O)C. The product is [C:1]([Si:5]([CH3:35])([CH3:34])[O:6][CH:7]([C:30]([CH3:33])([CH3:32])[CH3:31])[CH2:8][CH2:9][C:10]1[CH:15]=[CH:14][C:13]([C:16]([C:21]2[CH:26]=[CH:25][C:24]([O:27][CH2:46][C@H:47]3[O:51][C:50](=[O:52])[CH2:49][CH2:48]3)=[C:23]([CH3:28])[CH:22]=2)([CH2:17][CH3:18])[CH2:19][CH3:20])=[CH:12][C:11]=1[CH3:29])([CH3:3])([CH3:2])[CH3:4]. The yield is 0.360. (2) The reactants are [F:1][C:2]([F:12])([F:11])[CH2:3][CH2:4][S:5][CH2:6][CH2:7][C:8]([OH:10])=O.C(N1C=CN=C1)([N:15]1[CH:19]=[CH:18]N=C1)=O.Cl.N1C=CN=C1.[Cl:31][C:32]1(NCC)[CH:36]=[CH:35][N:34]([C:37]2[CH:38]=[N:39][CH:40]=[CH:41][CH:42]=2)[NH:33]1. The catalyst is C(#N)C. The product is [Cl:31][C:32]1[C:36]([N:15]([CH2:19][CH3:18])[C:8](=[O:10])[CH2:7][CH2:6][S:5][CH2:4][CH2:3][C:2]([F:1])([F:12])[F:11])=[CH:35][N:34]([C:37]2[CH:38]=[N:39][CH:40]=[CH:41][CH:42]=2)[N:33]=1. The yield is 0.860. (3) The product is [NH2:29][CH2:28][C:27]1[CH:26]=[CH:25][C:32]([F:33])=[C:31]([C:8]2[C:7](=[O:22])[N:6]([CH:1]3[CH2:5][CH2:4][CH2:3][CH2:2]3)[C:11]3[N:12]=[C:13]([NH:17][CH3:18])[N:14]=[C:15]([CH3:16])[C:10]=3[CH:9]=2)[CH:30]=1. The catalyst is COCCOC.CCO.[Pd].C1(P(C2C=CC=CC=2)C2C=CC=CC=2)C=CC=CC=1.C1(P(C2C=CC=CC=2)C2C=CC=CC=2)C=CC=CC=1.C1(P(C2C=CC=CC=2)C2C=CC=CC=2)C=CC=CC=1.C1(P(C2C=CC=CC=2)C2C=CC=CC=2)C=CC=CC=1. The yield is 0.433. The reactants are [CH:1]1([N:6]2[C:11]3[N:12]=[C:13]([NH:17][CH3:18])[N:14]=[C:15]([CH3:16])[C:10]=3[CH:9]=[C:8](B(O)O)[C:7]2=[O:22])[CH2:5][CH2:4][CH2:3][CH2:2]1.Cl.Br[C:25]1[CH:26]=[C:27]([CH:30]=[CH:31][C:32]=1[F:33])[CH2:28][NH2:29].C(=O)([O-])[O-].[K+].[K+]. (4) The reactants are [CH:1]1([O:6][C:7]2[C:8]([NH:20][C:21]([NH2:23])=[S:22])=[N:9][CH:10]=[C:11]([O:13][C:14]3[CH:19]=[CH:18][CH:17]=[CH:16][CH:15]=3)[CH:12]=2)[CH2:5][CH2:4][CH2:3][CH2:2]1.Cl[CH2:25][CH:26]=O. The catalyst is CN(C=O)C. The product is [CH:1]1([O:6][C:7]2[C:8]([NH:20][C:21]3[S:22][CH:25]=[CH:26][N:23]=3)=[N:9][CH:10]=[C:11]([O:13][C:14]3[CH:15]=[CH:16][CH:17]=[CH:18][CH:19]=3)[CH:12]=2)[CH2:2][CH2:3][CH2:4][CH2:5]1. The yield is 0.470. (5) The reactants are [Cl:1][C:2]1[N:7]=[C:6](Cl)[C:5]([CH:9]=O)=[C:4](Cl)[N:3]=1.[NH2:12][NH2:13].C(N(CC)CC)C.Cl.[CH:22]12[O:29][CH:26]([CH2:27][CH2:28]1)[CH2:25][NH:24][CH2:23]2. The catalyst is ClCCl.C(O)C. The product is [Cl:1][C:2]1[N:3]=[C:4]2[NH:12][N:13]=[CH:9][C:5]2=[C:6]([N:24]2[CH2:23][CH:22]3[O:29][CH:26]([CH2:27][CH2:28]3)[CH2:25]2)[N:7]=1. The yield is 0.310. (6) The reactants are [O:1]1[CH2:6][CH2:5][CH:4]([CH2:7][CH2:8][N:9]2[C:14]3=[N:15][C:16]([Sn](C)(C)C)=[CH:17][N:18]=[C:13]3[NH:12][CH2:11][C:10]2=[O:23])[CH2:3][CH2:2]1.Br[C:25]1[CH:26]=[C:27]2[CH:33]=[CH:32][NH:31][C:28]2=[N:29][CH:30]=1.C1(C)C=CC=CC=1P(C1C=CC=CC=1C)C1C=CC=CC=1C.C(N(CC)CC)C. The catalyst is CN(C)C=O. The product is [NH:31]1[C:28]2=[N:29][CH:30]=[C:25]([C:16]3[N:15]=[C:14]4[N:9]([CH2:8][CH2:7][CH:4]5[CH2:5][CH2:6][O:1][CH2:2][CH2:3]5)[C:10](=[O:23])[CH2:11][NH:12][C:13]4=[N:18][CH:17]=3)[CH:26]=[C:27]2[CH:33]=[CH:32]1. The yield is 0.112. (7) The reactants are [CH3:1][O:2][C:3]1[C:12]([NH:13][C:14](=[O:18])OCC)=[N:11][C:10]2[C:5](=[CH:6][C:7]([O:21][CH3:22])=[C:8]([O:19][CH3:20])[CH:9]=2)[N:4]=1.[CH3:23][C:24]1[CH:25]=[C:26]([N:30]2[CH2:35][CH2:34][NH:33][CH2:32][CH2:31]2)[CH:27]=[CH:28][CH:29]=1. No catalyst specified. The product is [CH3:1][O:2][C:3]1[C:12]([NH:13][C:14]([N:33]2[CH2:34][CH2:35][N:30]([C:26]3[CH:27]=[CH:28][CH:29]=[C:24]([CH3:23])[CH:25]=3)[CH2:31][CH2:32]2)=[O:18])=[N:11][C:10]2[C:5](=[CH:6][C:7]([O:21][CH3:22])=[C:8]([O:19][CH3:20])[CH:9]=2)[N:4]=1. The yield is 0.560.